The task is: Predict the reaction yield, written as a fraction of the theoretical maximum amount of product (1.0 means a 100% yield; for example, 0.34 means a 34% yield).. This data is from Reaction yield outcomes from USPTO patents with 853,638 reactions. (1) No catalyst specified. The product is [N:1]([CH2:4][CH:5]1[O:10][C:9]2[C:11]([C:22]3[CH:23]=[CH:24][C:19]([O:18][CH3:17])=[CH:20][CH:21]=3)=[CH:12][CH:13]=[CH:14][C:8]=2[N:7]([CH3:16])[CH2:6]1)=[N+:2]=[N-:3]. The yield is 0.880. The reactants are [N:1]([CH2:4][CH:5]1[O:10][C:9]2[C:11](Br)=[CH:12][CH:13]=[CH:14][C:8]=2[N:7]([CH3:16])[CH2:6]1)=[N+:2]=[N-:3].[CH3:17][O:18][C:19]1[CH:24]=[CH:23][C:22](B(O)O)=[CH:21][CH:20]=1. (2) The reactants are O=[C:2]([C:11]1[CH:16]=[CH:15][C:14]([O:17][C:18]2[CH:23]=[CH:22][CH:21]=[CH:20][CH:19]=2)=[CH:13][CH:12]=1)[CH2:3][C:4]([O:6][C:7]([CH3:10])([CH3:9])[CH3:8])=[O:5].CC(OC([N:33]([CH3:35])C)N(C)C)(C)C.O.[NH2:37]N. The catalyst is O1CCCC1. The product is [O:17]([C:14]1[CH:15]=[CH:16][C:11]([C:2]2[C:3]([C:4]([O:6][C:7]([CH3:10])([CH3:9])[CH3:8])=[O:5])=[CH:35][NH:33][N:37]=2)=[CH:12][CH:13]=1)[C:18]1[CH:23]=[CH:22][CH:21]=[CH:20][CH:19]=1. The yield is 0.480. (3) The reactants are C([O:9][CH2:10][C:11]1([CH2:17][CH3:18])[O:16][CH2:15][CH2:14][CH2:13][O:12]1)(=O)C1C=CC=CC=1.C(=O)([O-])[O-].[K+].[K+].O1CCCC1.[OH-].[Na+]. The catalyst is CO.O. The product is [CH2:17]([C:11]1([CH2:10][OH:9])[O:16][CH2:15][CH2:14][CH2:13][O:12]1)[CH3:18]. The yield is 0.929. (4) The reactants are [F:1][C:2]([F:20])([F:19])[S:3]([O:6][C:7]1[C:11]([C:12]#[N:13])=[C:10]([NH:14][C:15](OC)=[O:16])[S:9][CH:8]=1)(=[O:5])=[O:4].[CH:21]([NH:23]N)=O.C([N:28](CCC)CCC)CC. The catalyst is COCCO. The product is [F:20][C:2]([F:1])([F:19])[S:3]([O:6][C:7]1[C:11]2[C:12]3[N:13]([N:28]=[CH:21][N:23]=3)[C:15](=[O:16])[NH:14][C:10]=2[S:9][CH:8]=1)(=[O:4])=[O:5]. The yield is 0.150. (5) The reactants are [CH2:1]([CH:3]([C:6]1[C:14]2[NH:13][C:12](=[O:15])[N:11](C(OC(C)(C)C)=O)[C:10]=2[CH:9]=[CH:8][CH:7]=1)[CH2:4][CH3:5])[CH3:2].[H-].[Na+].[CH2:25](Br)[CH:26]=[CH2:27].O. The catalyst is CN(C)C=O. The product is [CH2:27]([N:13]1[C:14]2[C:6]([CH:3]([CH2:1][CH3:2])[CH2:4][CH3:5])=[CH:7][CH:8]=[CH:9][C:10]=2[NH:11][C:12]1=[O:15])[CH:26]=[CH2:25]. The yield is 0.910.